This data is from Catalyst prediction with 721,799 reactions and 888 catalyst types from USPTO. The task is: Predict which catalyst facilitates the given reaction. (1) Reactant: [C:1]([CH2:6][CH2:7][N:8]([C:28]([O:30][C:31]([CH3:34])([CH3:33])[CH3:32])=[O:29])[CH2:9][CH2:10][CH2:11][CH2:12][N:13]([CH2:21][CH2:22][C:23]([O:25][CH2:26][CH3:27])=[O:24])[C:14]([O:16][C:17]([CH3:20])([CH3:19])[CH3:18])=[O:15])([O:3][CH2:4][CH3:5])=[O:2].CN([C:38]1[CH:43]=[CH:42][CH:41]=[CH:40]N=1)C.C(O)C[CH2:46][CH2:47][CH2:48][CH2:49][CH2:50][CH2:51]/[CH:52]=[CH:53]\[CH2:54][CH2:55][CH2:56][CH2:57][CH2:58][CH2:59][CH2:60][CH3:61].CCN=C=N[CH2:68][CH2:69][CH2:70]N(C)C. Product: [CH2:26]([O:25][C:23](=[O:24])[CH2:22][CH2:21][N:13]([C:14]([O:16][C:17]([CH3:18])([CH3:19])[CH3:20])=[O:15])[CH2:12][CH2:11][CH2:10][CH2:9][N:8]([C:28]([O:30][C:31]([CH3:32])([CH3:33])[CH3:34])=[O:29])[CH2:7][CH2:6][C:1]([O:3][CH2:4][CH2:5][CH2:61][CH2:60][CH2:59][CH2:58][CH2:57][CH:56]=[CH:55][CH2:54][CH2:53][CH2:52][CH2:51][CH2:50][CH2:49][CH2:48][CH2:47][CH3:46])=[O:2])[CH2:27][CH2:38][CH2:43][CH2:42][CH2:41][CH2:40][CH:46]=[CH:47][CH2:48][CH2:49][CH2:50][CH2:51][CH2:52][CH2:53][CH2:70][CH2:69][CH3:68]. The catalyst class is: 4. (2) Reactant: [F:1][C:2]([F:7])([F:6])[C:3]([OH:5])=[O:4].[F:8][C:9]([F:14])([F:13])[C:10]([OH:12])=[O:11].C([NH:19][C:20]([N:22]1[CH2:27][CH2:26][N:25]([C:28]2[CH:29]=[CH:30][C:31]3[NH:32][C:33]4[N:49]=[C:37]([NH:38][C:39]5[CH:40]=[CH:41][CH:42]=[C:43]([CH:48]=5)[CH2:44][CH2:45][C:46]=2[CH:47]=3)[N:36]=[CH:35][C:34]=4[Cl:50])[CH2:24][CH2:23]1)=[O:21])(C)(C)C. Product: [F:1][C:2]([F:7])([F:6])[C:3]([OH:5])=[O:4].[F:8][C:9]([F:14])([F:13])[C:10]([OH:12])=[O:11].[Cl:50][C:34]1[CH:35]=[N:36][C:37]2[NH:38][C:39]3[CH:40]=[CH:41][CH:42]=[C:43]([CH:48]=3)[CH2:44][CH2:45][C:46]3[CH:47]=[C:31]([NH:32][C:33]=1[N:49]=2)[CH:30]=[CH:29][C:28]=3[N:25]1[CH2:26][CH2:27][N:22]([C:20]([NH2:19])=[O:21])[CH2:23][CH2:24]1. The catalyst class is: 55. (3) Reactant: [O:1]=[C:2]1[CH2:7][CH2:6][CH2:5][C:4]2([CH2:12][CH2:11][N:10](C(OC(C)(C)C)=O)[CH2:9][CH2:8]2)[N:3]1[CH2:20][C:21]1[CH:29]=[CH:28][CH:27]=[C:26]2[C:22]=1[CH:23]=[CH:24][N:25]2[S:30]([C:33]1[CH:39]=[CH:38][C:36]([CH3:37])=[CH:35][CH:34]=1)(=[O:32])=[O:31]. Product: [S:30]([N:25]1[C:26]2[C:22](=[C:21]([CH2:20][N:3]3[C:4]4([CH2:12][CH2:11][NH:10][CH2:9][CH2:8]4)[CH2:5][CH2:6][CH2:7][C:2]3=[O:1])[CH:29]=[CH:28][CH:27]=2)[CH:23]=[CH:24]1)([C:33]1[CH:34]=[CH:35][C:36]([CH3:37])=[CH:38][CH:39]=1)(=[O:31])=[O:32]. The catalyst class is: 620.